Dataset: Reaction yield outcomes from USPTO patents with 853,638 reactions. Task: Predict the reaction yield, written as a fraction of the theoretical maximum amount of product (1.0 means a 100% yield; for example, 0.34 means a 34% yield). (1) The reactants are [CH3:1][N:2]([CH3:34])[CH2:3][CH2:4][CH2:5][C:6]1[CH:7]=[C:8]([NH:13][C:14]2[N:15]=[CH:16][C:17]3[CH2:18][C:19](=[S:33])[NH:20][C:21]4[CH:28]=[C:27]([C:29]([F:32])([F:31])[F:30])[CH:26]=[CH:25][C:22]=4[C:23]=3[N:24]=2)[C:9]([CH3:12])=[N:10][CH:11]=1.C(O)C.[ClH:38]. No catalyst specified. The product is [ClH:38].[ClH:38].[CH3:34][N:2]([CH3:1])[CH2:3][CH2:4][CH2:5][C:6]1[CH:7]=[C:8]([NH:13][C:14]2[N:15]=[CH:16][C:17]3[CH2:18][C:19](=[S:33])[NH:20][C:21]4[CH:28]=[C:27]([C:29]([F:32])([F:31])[F:30])[CH:26]=[CH:25][C:22]=4[C:23]=3[N:24]=2)[C:9]([CH3:12])=[N:10][CH:11]=1. The yield is 0.926. (2) The reactants are [NH2:1][C@H:2]([C:6]([OH:8])=[O:7])[C@@H:3]([CH3:5])[OH:4].[CH2:9](O)[C:10]1[CH:15]=[CH:14][CH:13]=[CH:12][CH:11]=1.O.C1(C)C=CC(S(O)(=O)=O)=CC=1.O. The catalyst is C1(C)C=CC=CC=1. The product is [NH2:1][C@H:2]([C:6]([O:8][CH2:9][C:10]1[CH:15]=[CH:14][CH:13]=[CH:12][CH:11]=1)=[O:7])[C@@H:3]([CH3:5])[OH:4]. The yield is 0.280. (3) The catalyst is CN(C=O)C. The product is [CH3:29][O:28][C:26](=[O:27])[CH2:25][N:7]1[C:8]2[C:4](=[CH:3][C:2]([I:1])=[CH:10][CH:9]=2)[C:5](=[O:12])[C:6]1=[O:11]. The reactants are [I:1][C:2]1[CH:3]=[C:4]2[C:8](=[CH:9][CH:10]=1)[NH:7][C:6](=[O:11])[C:5]2=[O:12].C1CCN2C(=NCCC2)CC1.Br[CH2:25][C:26]([O:28][CH3:29])=[O:27]. The yield is 0.510. (4) The reactants are [F:1][C:2]1[CH:7]=[CH:6][C:5]([C:8]([F:11])([F:10])[F:9])=[CH:4][C:3]=1[N:12]=[C:13]=[O:14].[NH2:15][C:16]1[CH:34]=[CH:33][C:19]([O:20][C:21]2[C:30]3[N:29]=[C:28]([CH3:31])[C:27](=[O:32])[NH:26][C:25]=3[N:24]=[CH:23][CH:22]=2)=[CH:18][C:17]=1[F:35]. No catalyst specified. The product is [F:35][C:17]1[CH:18]=[C:19]([O:20][C:21]2[C:30]3[N:29]=[C:28]([CH3:31])[C:27](=[O:32])[NH:26][C:25]=3[N:24]=[CH:23][CH:22]=2)[CH:33]=[CH:34][C:16]=1[NH:15][C:13]([NH:12][C:3]1[CH:4]=[C:5]([C:8]([F:11])([F:10])[F:9])[CH:6]=[CH:7][C:2]=1[F:1])=[O:14]. The yield is 0.810.